Task: Predict which catalyst facilitates the given reaction.. Dataset: Catalyst prediction with 721,799 reactions and 888 catalyst types from USPTO (1) Reactant: [CH2:1]([O:8][C:9]([NH:11][C@H:12]1[CH2:16][CH2:15][N:14]([C@H:17]2[CH2:22][CH2:21][C@@H:20]([NH:23][C:24](=[O:30])[O:25][C:26]([CH3:29])([CH3:28])[CH3:27])[CH2:19][C@H:18]2[CH2:31]O)[C:13]1=[O:33])=[O:10])[C:2]1[CH:7]=[CH:6][CH:5]=[CH:4][CH:3]=1.[C:34]1([S:40][S:40][C:34]2[CH:39]=[CH:38][CH:37]=[CH:36][CH:35]=2)[CH:39]=[CH:38][CH:37]=[CH:36][CH:35]=1. Product: [CH2:1]([O:8][C:9]([NH:11][C@H:12]1[CH2:16][CH2:15][N:14]([C@H:17]2[CH2:22][CH2:21][C@@H:20]([NH:23][C:24](=[O:30])[O:25][C:26]([CH3:29])([CH3:28])[CH3:27])[CH2:19][C@H:18]2[CH2:31][S:40][C:34]2[CH:39]=[CH:38][CH:37]=[CH:36][CH:35]=2)[C:13]1=[O:33])=[O:10])[C:2]1[CH:7]=[CH:6][CH:5]=[CH:4][CH:3]=1. The catalyst class is: 1. (2) Reactant: O[CH:2]1[CH:6]([CH3:7])[O:5][C:4](=[O:8])[N:3]1[CH2:9][C:10]1[CH:15]=[CH:14][CH:13]=[CH:12][C:11]=1[N+:16]([O-:18])=[O:17].S(Cl)(Cl)=O.C(=O)(O)[O-].[Na+]. Product: [CH3:7][C:6]1[O:5][C:4](=[O:8])[N:3]([CH2:9][C:10]2[CH:15]=[CH:14][CH:13]=[CH:12][C:11]=2[N+:16]([O-:18])=[O:17])[CH:2]=1. The catalyst class is: 7.